Task: Regression. Given a peptide amino acid sequence and an MHC pseudo amino acid sequence, predict their binding affinity value. This is MHC class I binding data.. Dataset: Peptide-MHC class I binding affinity with 185,985 pairs from IEDB/IMGT (1) The peptide sequence is IRFPKTFGY. The MHC is HLA-B14:02 with pseudo-sequence HLA-B14:02. The binding affinity (normalized) is 0.114. (2) The peptide sequence is FYALRGLSL. The MHC is H-2-Dd with pseudo-sequence H-2-Dd. The binding affinity (normalized) is 0.619. (3) The peptide sequence is SLMSRVVYK. The MHC is HLA-A80:01 with pseudo-sequence HLA-A80:01. The binding affinity (normalized) is 0.0847. (4) The peptide sequence is VGNKYVKF. The MHC is Mamu-B52 with pseudo-sequence Mamu-B52. The binding affinity (normalized) is 0.849. (5) The peptide sequence is YQNEVTPEYI. The MHC is HLA-A30:02 with pseudo-sequence HLA-A30:02. The binding affinity (normalized) is 0.161. (6) The peptide sequence is KEKGGLEGL. The MHC is HLA-A32:01 with pseudo-sequence HLA-A32:01. The binding affinity (normalized) is 0. (7) The peptide sequence is MDYLILKNL. The MHC is HLA-B44:02 with pseudo-sequence HLA-B44:02. The binding affinity (normalized) is 0.139.